This data is from Catalyst prediction with 721,799 reactions and 888 catalyst types from USPTO. The task is: Predict which catalyst facilitates the given reaction. (1) Reactant: [C:1](=[O:53])(OC1C=CC([N+]([O-])=O)=CC=1)[O:2][CH2:3][C:4]1[CH:9]=[CH:8][C:7]([NH:10][C:11](=[O:42])[C@@H:12]([NH:20][C:21](=[O:41])[C@@H:22]([NH:26][C:27](=[O:40])[CH2:28][CH2:29][CH2:30][CH2:31][CH2:32][N:33]2[C:37](=[O:38])[CH:36]=[CH:35][C:34]2=[O:39])[CH:23]([CH3:25])[CH3:24])[CH2:13][CH2:14][CH2:15][NH:16][C:17]([NH2:19])=[O:18])=[CH:6][CH:5]=1.[N:54]1([C:60]([O:62][C:63]([CH3:66])([CH3:65])[CH3:64])=[O:61])[CH2:59][CH2:58][NH:57][CH2:56][CH2:55]1.C(OCC)C. Product: [O:39]=[C:34]1[CH:35]=[CH:36][C:37](=[O:38])[N:33]1[CH2:32][CH2:31][CH2:30][CH2:29][CH2:28][C:27]([NH:26][C@H:22]([C:21]([NH:20][C@H:12]([C:11]([NH:10][C:7]1[CH:6]=[CH:5][C:4]([CH2:3][O:2][C:1]([N:57]2[CH2:56][CH2:55][N:54]([C:60]([O:62][C:63]([CH3:66])([CH3:65])[CH3:64])=[O:61])[CH2:59][CH2:58]2)=[O:53])=[CH:9][CH:8]=1)=[O:42])[CH2:13][CH2:14][CH2:15][NH:16][C:17](=[O:18])[NH2:19])=[O:41])[CH:23]([CH3:24])[CH3:25])=[O:40]. The catalyst class is: 16. (2) Reactant: [N:1]([CH2:4][CH2:5][C:6]1[N:7]=[C:8]([C:12]2[CH:17]=[CH:16][CH:15]=[CH:14][CH:13]=2)[S:9][C:10]=1[CH3:11])=[N+]=[N-].C1(P(C2C=CC=CC=2)C2C=CC=CC=2)C=CC=CC=1. Product: [CH3:11][C:10]1[S:9][C:8]([C:12]2[CH:17]=[CH:16][CH:15]=[CH:14][CH:13]=2)=[N:7][C:6]=1[CH2:5][CH2:4][NH2:1]. The catalyst class is: 6.